This data is from Forward reaction prediction with 1.9M reactions from USPTO patents (1976-2016). The task is: Predict the product of the given reaction. (1) Given the reactants C([O:3][C:4]([C@H:6]1[CH2:10][CH2:9][CH2:8][N:7]1[C:11]([S:13][C:14]1[CH:19]=[CH:18][CH:17]=[C:16]([O:20][CH2:21][C:22]2[N:23]=[C:24]([C:28]3[CH:33]=[CH:32][CH:31]=[CH:30][CH:29]=3)[O:25][C:26]=2[CH3:27])[CH:15]=1)=[O:12])=[O:5])C.[OH-].[Na+], predict the reaction product. The product is: [CH3:27][C:26]1[O:25][C:24]([C:28]2[CH:33]=[CH:32][CH:31]=[CH:30][CH:29]=2)=[N:23][C:22]=1[CH2:21][O:20][C:16]1[CH:15]=[C:14]([S:13][C:11]([N:7]2[CH2:8][CH2:9][CH2:10][C@@H:6]2[C:4]([OH:5])=[O:3])=[O:12])[CH:19]=[CH:18][CH:17]=1. (2) Given the reactants [Cl-:1].C([O:6][C:7]([C@@H:9]([NH:17][C:18]([CH2:20][N+:21]12[CH2:28][CH2:27][CH:24]([CH2:25][CH2:26]1)[C@H:23]([NH:29][C:30]([NH2:43])=[N:31][C:32]([C:34]1[C:39]([NH2:40])=[N:38][C:37]([NH2:41])=[C:36]([Cl:42])[N:35]=1)=[O:33])[CH2:22]2)=[O:19])[CH2:10][C:11]1[CH:16]=[CH:15][CH:14]=[CH:13][CH:12]=1)=[O:8])(C)(C)C.Cl, predict the reaction product. The product is: [ClH:42].[Cl-:1].[C:7]([C@@H:9]([NH:17][C:18]([CH2:20][N+:21]12[CH2:28][CH2:27][CH:24]([CH2:25][CH2:26]1)[C@H:23]([NH:29][C:30]([NH2:43])=[N:31][C:32]([C:34]1[C:39]([NH2:40])=[N:38][C:37]([NH2:41])=[C:36]([Cl:42])[N:35]=1)=[O:33])[CH2:22]2)=[O:19])[CH2:10][C:11]1[CH:12]=[CH:13][CH:14]=[CH:15][CH:16]=1)([OH:8])=[O:6]. (3) Given the reactants [CH2:1]([Si:4]([Cl:7])(Cl)Cl)[CH:2]=[CH2:3].C(N(CC)CC)C.[CH3:15][C@H:16]([NH:25][CH3:26])[C@@H:17]([OH:24])[C:18]1[CH:23]=[CH:22][CH:21]=[CH:20][CH:19]=1, predict the reaction product. The product is: [CH2:1]([Si:4]1([Cl:7])[N:25]([CH3:26])[C@@H:16]([CH3:15])[C@H:17]([C:18]2[CH:23]=[CH:22][CH:21]=[CH:20][CH:19]=2)[O:24]1)[CH:2]=[CH2:3]. (4) Given the reactants [CH3:1][O:2][C:3]1[CH:4]=[C:5]([CH:14]=[CH:15][CH:16]=1)[CH2:6][N:7]1[CH2:12][CH2:11][C:10](=O)[CH2:9][CH2:8]1.Cl.[NH2:18][OH:19], predict the reaction product. The product is: [CH3:1][O:2][C:3]1[CH:4]=[C:5]([CH:14]=[CH:15][CH:16]=1)[CH2:6][N:7]1[CH2:12][CH2:11][C:10](=[N:18][OH:19])[CH2:9][CH2:8]1.